From a dataset of Reaction yield outcomes from USPTO patents with 853,638 reactions. Predict the reaction yield, written as a fraction of the theoretical maximum amount of product (1.0 means a 100% yield; for example, 0.34 means a 34% yield). (1) The reactants are [N+:1]([C:4]1[C:5](O)=[N:6][CH:7]=[C:8]([C:10]([F:13])([F:12])[F:11])[CH:9]=1)([O-:3])=[O:2].N1C2C(=CC=CC=2)C=CC=1.P(Cl)(Cl)([Cl:27])=O.[OH-].[Na+]. No catalyst specified. The product is [Cl:27][C:5]1[C:4]([N+:1]([O-:3])=[O:2])=[CH:9][C:8]([C:10]([F:13])([F:12])[F:11])=[CH:7][N:6]=1. The yield is 0.900. (2) The reactants are Br[C:2]1[N:7]=[N:6][C:5]([NH2:8])=[N:4][C:3]=1[C:9]1[CH:14]=[CH:13][CH:12]=[CH:11][CH:10]=1.[NH:15]1[CH2:20][CH2:19][CH2:18][CH2:17][CH2:16]1. No catalyst specified. The product is [C:9]1([C:3]2[N:4]=[C:5]([NH2:8])[N:6]=[N:7][C:2]=2[N:15]2[CH2:20][CH2:19][CH2:18][CH2:17][CH2:16]2)[CH:14]=[CH:13][CH:12]=[CH:11][CH:10]=1. The yield is 0.180.